Dataset: Forward reaction prediction with 1.9M reactions from USPTO patents (1976-2016). Task: Predict the product of the given reaction. (1) The product is: [C:12]([O:11][C:9]([N:7]1[C@H:6]([CH3:16])[CH2:5][CH2:4][C@@H:3]([C:2]([OH:29])=[O:1])[CH2:8]1)=[O:10])([CH3:15])([CH3:14])[CH3:13]. Given the reactants [OH:1][CH2:2][C@H:3]1[CH2:8][N:7]([C:9]([O:11][C:12]([CH3:15])([CH3:14])[CH3:13])=[O:10])[C@H:6]([CH3:16])[CH2:5][CH2:4]1.CC1(C)N([O])C(C)(C)CCC1.P([O-])([O-])([O-])=[O:29].[Na+].[Na+].[Na+].Cl([O-])=O.[Na+].Cl[O-].[Na+], predict the reaction product. (2) Given the reactants [CH2:1]([N:8]1[CH2:16][C@@H:15]2[C@:10]([CH3:24])([CH2:11][CH2:12][C:13]3[C:20]([Cl:21])=[C:19]([CH:22]=[CH2:23])[CH:18]=[CH:17][C:14]=32)[CH2:9]1)[C:2]1[CH:7]=[CH:6][CH:5]=[CH:4][CH:3]=1, predict the reaction product. The product is: [CH2:1]([N:8]1[CH2:16][C@@H:15]2[C@:10]([CH3:24])([CH2:11][CH2:12][C:13]3[C:20]([Cl:21])=[C:19]([CH2:22][CH3:23])[CH:18]=[CH:17][C:14]=32)[CH2:9]1)[C:2]1[CH:7]=[CH:6][CH:5]=[CH:4][CH:3]=1. (3) Given the reactants [CH:1]([N:4]1[CH2:9][CH2:8][N:7]([C:10]([C:12]2[CH:13]=[C:14]3[C:18](=[CH:19][CH:20]=2)[NH:17][C:16]([C:21]([OH:23])=O)=[CH:15]3)=[O:11])[CH2:6][CH2:5]1)([CH3:3])[CH3:2].Cl.F[B-](F)(F)F.N1(OC(N(C)C)=[N+](C)C)C2C=CC=CC=2N=N1.[F:47][C:48]([F:56])([F:55])[CH:49]1[CH2:54][CH2:53][NH:52][CH2:51][CH2:50]1.C(N(CC)C(C)C)(C)C, predict the reaction product. The product is: [CH:1]([N:4]1[CH2:5][CH2:6][N:7]([C:10]([C:12]2[CH:13]=[C:14]3[C:18](=[CH:19][CH:20]=2)[NH:17][C:16]([C:21]([N:52]2[CH2:53][CH2:54][CH:49]([C:48]([F:56])([F:55])[F:47])[CH2:50][CH2:51]2)=[O:23])=[CH:15]3)=[O:11])[CH2:8][CH2:9]1)([CH3:3])[CH3:2].